Dataset: Catalyst prediction with 721,799 reactions and 888 catalyst types from USPTO. Task: Predict which catalyst facilitates the given reaction. Reactant: [CH2:1]([N:5]1[CH2:10][CH2:9][N:8]([C:11]2[N:16]=[CH:15][C:14]([NH2:17])=[CH:13][CH:12]=2)[CH2:7][CH2:6]1)[CH:2](C)C.C(N(CC)CC)C.[N:25]([CH2:28][CH2:29][CH3:30])=[C:26]=[O:27]. Product: [CH2:1]([N:5]1[CH2:10][CH2:9][N:8]([C:11]2[N:16]=[CH:15][C:14]([NH:17][C:26]([NH:25][CH2:28][CH2:29][CH3:30])=[O:27])=[CH:13][CH:12]=2)[CH2:7][CH2:6]1)[CH3:2]. The catalyst class is: 2.